From a dataset of Full USPTO retrosynthesis dataset with 1.9M reactions from patents (1976-2016). Predict the reactants needed to synthesize the given product. (1) Given the product [CH2:1]([N:8]([CH2:9][CH2:10][NH:11][C:12]([C:25]1[CH:30]=[CH:29][CH:28]=[CH:27][CH:26]=1)([C:13]1[CH:14]=[CH:15][CH:16]=[CH:17][CH:18]=1)[C:19]1[CH:20]=[CH:21][CH:22]=[CH:23][CH:24]=1)[CH2:32]/[CH:33]=[CH:34]/[C:35]([O:37][CH3:38])=[O:36])[C:2]1[CH:3]=[CH:4][CH:5]=[CH:6][CH:7]=1, predict the reactants needed to synthesize it. The reactants are: [CH2:1]([NH:8][CH2:9][CH2:10][NH:11][C:12]([C:25]1[CH:30]=[CH:29][CH:28]=[CH:27][CH:26]=1)([C:19]1[CH:24]=[CH:23][CH:22]=[CH:21][CH:20]=1)[C:13]1[CH:18]=[CH:17][CH:16]=[CH:15][CH:14]=1)[C:2]1[CH:7]=[CH:6][CH:5]=[CH:4][CH:3]=1.Br[CH2:32]/[CH:33]=[CH:34]/[C:35]([O:37][CH3:38])=[O:36].C(=O)([O-])[O-].[K+].[K+].O. (2) Given the product [CH3:19][Si:20]([CH3:27])([CH3:26])[C:21]#[C:22][C:23]([C:15]1[N:14]=[N:13][N:12]([CH2:11][O:10][CH2:9][CH2:8][Si:7]([CH3:18])([CH3:17])[CH3:6])[CH:16]=1)([OH:25])[CH3:24], predict the reactants needed to synthesize it. The reactants are: C([Li])CCC.[CH3:6][Si:7]([CH3:18])([CH3:17])[CH2:8][CH2:9][O:10][CH2:11][N:12]1[CH:16]=[CH:15][N:14]=[N:13]1.[CH3:19][Si:20]([CH3:27])([CH3:26])[C:21]#[C:22][C:23](=[O:25])[CH3:24]. (3) Given the product [Br:13][C:8]1[CH:7]=[C:6]([CH:4]([NH:2][CH3:1])[CH3:3])[CH:11]=[C:10]([Br:12])[CH:9]=1, predict the reactants needed to synthesize it. The reactants are: [CH3:1][NH2:2].[CH3:3][C:4]([C:6]1[CH:11]=[C:10]([Br:12])[CH:9]=[C:8]([Br:13])[CH:7]=1)=O.[BH4-].[Na+]. (4) Given the product [CH3:1][O:2][C:3](=[O:15])[C:4]1[CH:9]=[CH:8][CH:7]=[C:6]([C:10]2[N:26]=[C:24]([CH2:23][OH:22])[S:25][C:11]=2[CH3:12])[CH:5]=1, predict the reactants needed to synthesize it. The reactants are: [CH3:1][O:2][C:3](=[O:15])[C:4]1[CH:9]=[CH:8][CH:7]=[C:6]([C:10](=O)[CH:11](Br)[CH3:12])[CH:5]=1.C(C([O:22][CH2:23][C:24]([NH2:26])=[S:25])=O)(C)(C)C. (5) Given the product [CH2:7]([O:14][C:15]1[CH:20]=[CH:19][C:18]([N:1]2[CH2:6][CH2:5][O:4][CH2:3][CH2:2]2)=[CH:17][C:16]=1[N+:22]([O-:24])=[O:23])[C:8]1[CH:9]=[CH:10][CH:11]=[CH:12][CH:13]=1, predict the reactants needed to synthesize it. The reactants are: [NH:1]1[CH2:6][CH2:5][O:4][CH2:3][CH2:2]1.[CH2:7]([O:14][C:15]1[CH:20]=[CH:19][C:18](Br)=[CH:17][C:16]=1[N+:22]([O-:24])=[O:23])[C:8]1[CH:13]=[CH:12][CH:11]=[CH:10][CH:9]=1.COC1C=CC(N2CCOCC2)=CC=1[N+]([O-])=O. (6) Given the product [CH3:16][O:17][C:18]1[CH:23]=[CH:22][C:21]([NH:24][C:2]2[CH:7]=[C:6]([CH3:8])[N:5]=[C:4]([C:9]3[CH:14]=[CH:13][CH:12]=[C:11]([CH3:15])[CH:10]=3)[N:3]=2)=[CH:20][CH:19]=1, predict the reactants needed to synthesize it. The reactants are: Cl[C:2]1[CH:7]=[C:6]([CH3:8])[N:5]=[C:4]([C:9]2[CH:14]=[CH:13][CH:12]=[C:11]([CH3:15])[CH:10]=2)[N:3]=1.[CH3:16][O:17][C:18]1[CH:23]=[CH:22][C:21]([NH2:24])=[CH:20][CH:19]=1. (7) Given the product [CH3:43][C:41]1([CH3:44])[C:40]([CH3:45])([CH3:46])[O:39][B:38]([C:35]2[CH:34]=[CH:33][C:32]([C:31]([C:8]3[N:7]([CH2:6][O:5][CH2:4][CH2:3][Si:2]([CH3:17])([CH3:16])[CH3:1])[C:11]4[CH:12]=[CH:13][CH:14]=[CH:15][C:10]=4[N:9]=3)=[O:47])=[CH:37][CH:36]=2)[O:42]1, predict the reactants needed to synthesize it. The reactants are: [CH3:1][Si:2]([CH3:17])([CH3:16])[CH2:3][CH2:4][O:5][CH2:6][N:7]1[C:11]2[CH:12]=[CH:13][CH:14]=[CH:15][C:10]=2[N:9]=[CH:8]1.[Li+].C[Si]([N-][Si](C)(C)C)(C)C.CON(C)[C:31](=[O:47])[C:32]1[CH:37]=[CH:36][C:35]([B:38]2[O:42][C:41]([CH3:44])([CH3:43])[C:40]([CH3:46])([CH3:45])[O:39]2)=[CH:34][CH:33]=1.O. (8) Given the product [Cl:1][C:2]1[CH:3]=[CH:4][C:5]([C@@:8]2([CH3:37])[C@:12]([C:14]3[CH:19]=[CH:18][C:17]([Cl:20])=[CH:16][CH:15]=3)([CH3:13])[N:11]([C:21]([N:48]3[CH2:47][CH2:46][CH:45]([N:42]4[CH2:41][CH2:40][N:39]([CH3:38])[CH2:44][CH2:43]4)[CH2:50][CH2:49]3)=[O:22])[C:10]([C:24]3[CH:29]=[CH:28][C:27]([C:30]([F:33])([F:31])[F:32])=[CH:26][C:25]=3[O:34][CH2:35][CH3:36])=[N:9]2)=[CH:6][CH:7]=1, predict the reactants needed to synthesize it. The reactants are: [Cl:1][C:2]1[CH:7]=[CH:6][C:5]([C:8]2([CH3:37])[C:12]([C:14]3[CH:19]=[CH:18][C:17]([Cl:20])=[CH:16][CH:15]=3)([CH3:13])[N:11]([C:21](Cl)=[O:22])[C:10]([C:24]3[CH:29]=[CH:28][C:27]([C:30]([F:33])([F:32])[F:31])=[CH:26][C:25]=3[O:34][CH2:35][CH3:36])=[N:9]2)=[CH:4][CH:3]=1.[CH3:38][N:39]1[CH2:44][CH2:43][N:42]([CH:45]2[CH2:50][CH2:49][NH:48][CH2:47][CH2:46]2)[CH2:41][CH2:40]1. (9) Given the product [C:21]([O:20][C:18](=[O:19])[C@H:17]([NH:16][CH2:51][C:30]1[C:29]([F:28])=[CH:34][N:33]=[C:32]2[N:35]([S:41]([C:44]3[CH:50]=[CH:49][C:47]([CH3:48])=[CH:46][CH:45]=3)(=[O:43])=[O:42])[CH:36]=[C:37]([C:38]([OH:40])=[O:39])[C:31]=12)[CH:25]([CH3:27])[CH3:26])([CH3:22])([CH3:24])[CH3:23], predict the reactants needed to synthesize it. The reactants are: C(O[BH-](OC(=O)C)OC(=O)C)(=O)C.[Na+].Cl.[NH2:16][C@H:17]([CH:25]([CH3:27])[CH3:26])[C:18]([O:20][C:21]([CH3:24])([CH3:23])[CH3:22])=[O:19].[F:28][C:29]1[C:30]([CH:51]=O)=[C:31]2[C:37]([C:38]([O-:40])=[O:39])=[CH:36][N:35]([S:41]([C:44]3[CH:50]=[CH:49][C:47]([CH3:48])=[CH:46][CH:45]=3)(=[O:43])=[O:42])[C:32]2=[N:33][CH:34]=1. (10) Given the product [C:1]([O:5][C:6]([N:8]1[CH2:12][C@@:11]([F:24])([CH2:13][N:14]([CH3:23])[C:15]([O:17][CH2:18][C:19]([Cl:20])([Cl:22])[Cl:21])=[O:16])[CH2:10][C@H:9]1[C:25]([O:56][CH2:46][C:42]1[CH:43]=[CH:44][CH:45]=[CH:40][CH:41]=1)=[O:36])=[O:7])([CH3:3])([CH3:4])[CH3:2], predict the reactants needed to synthesize it. The reactants are: [C:1]([O:5][C:6]([N:8]1[CH2:12][C@@:11]([F:24])([CH2:13][N:14]([CH3:23])[C:15]([O:17][CH2:18][C:19]([Cl:22])([Cl:21])[Cl:20])=[O:16])[CH2:10][C@H:9]1[C:25](=[O:36])NCC1C=CC=C(Cl)C=1F)=[O:7])([CH3:4])([CH3:3])[CH3:2].[OH-].[Na+].Cl[C:40]1[C:41](F)=[C:42]([CH2:46]N)[CH:43]=[CH:44][CH:45]=1.CN(C([O:56]N1N=NC2C=CC=CC1=2)=[N+](C)C)C.F[P-](F)(F)(F)(F)F.CCN(C(C)C)C(C)C.